Dataset: Full USPTO retrosynthesis dataset with 1.9M reactions from patents (1976-2016). Task: Predict the reactants needed to synthesize the given product. (1) Given the product [CH2:7]([O:5][C:4](=[O:6])[CH2:3][C:1]#[N:2])[CH2:8][CH2:9][CH2:10][CH2:11][CH2:12][CH2:13][CH2:14][CH2:15][CH3:16], predict the reactants needed to synthesize it. The reactants are: [C:1]([CH2:3][C:4]([OH:6])=[O:5])#[N:2].[CH2:7](O)[CH2:8][CH2:9][CH2:10][CH2:11][CH2:12][CH2:13][CH2:14][CH2:15][CH3:16].CS(O)(=O)=O. (2) Given the product [Br:1][C:2]1[CH:3]=[C:4]2[C:9](=[CH:10][CH:11]=1)[N:8]=[CH:7][C:6]([C:12]([CH:14]1[CH2:16][CH2:15]1)=[O:13])=[C:5]2[NH:18][C:19]1[CH:24]=[CH:23][N:22]=[C:21]([N:25]2[CH2:30][CH2:29][CH:28]([NH:31][C:32](=[O:38])[O:33][C:34]([CH3:36])([CH3:35])[CH3:37])[CH2:27][CH2:26]2)[CH:20]=1, predict the reactants needed to synthesize it. The reactants are: [Br:1][C:2]1[CH:3]=[C:4]2[C:9](=[CH:10][CH:11]=1)[N:8]=[CH:7][C:6]([C:12]([CH:14]1[CH2:16][CH2:15]1)=[O:13])=[C:5]2Cl.[NH2:18][C:19]1[CH:24]=[CH:23][N:22]=[C:21]([N:25]2[CH2:30][CH2:29][CH:28]([NH:31][C:32](=[O:38])[O:33][C:34]([CH3:37])([CH3:36])[CH3:35])[CH2:27][CH2:26]2)[CH:20]=1. (3) Given the product [CH3:1][O:2][C:3]1[CH:4]=[C:5]2[C:10](=[CH:11][C:12]=1[O:13][CH3:14])[N:9]=[CH:8][CH:7]=[C:6]2[O:15][C:16]1[CH:22]=[CH:21][C:19]([NH:20][C:38]([NH:47][C:48]2[S:49][C:50]([CH3:54])=[C:51]([CH3:53])[N:52]=2)=[O:44])=[C:18]([C:23]([F:25])([F:26])[F:24])[CH:17]=1, predict the reactants needed to synthesize it. The reactants are: [CH3:1][O:2][C:3]1[CH:4]=[C:5]2[C:10](=[CH:11][C:12]=1[O:13][CH3:14])[N:9]=[CH:8][CH:7]=[C:6]2[O:15][C:16]1[CH:22]=[CH:21][C:19]([NH2:20])=[C:18]([C:23]([F:26])([F:25])[F:24])[CH:17]=1.C(N(CC)CC)C.ClC(Cl)(O[C:38](=[O:44])OC(Cl)(Cl)Cl)Cl.Cl.[NH2:47][C:48]1[S:49][C:50]([CH3:54])=[C:51]([CH3:53])[N:52]=1. (4) Given the product [CH:1]1[C:10]2[C:5](=[CH:6][C:7]([C:11]([N:46]3[CH2:47][CH2:48][CH2:49][C@H:45]3[C:39]3[CH:44]=[CH:43][CH:42]=[CH:41][CH:40]=3)=[O:13])=[CH:8][CH:9]=2)[CH:4]=[CH:3][N:2]=1, predict the reactants needed to synthesize it. The reactants are: [CH:1]1[C:10]2[C:5](=[CH:6][C:7]([C:11]([OH:13])=O)=[CH:8][CH:9]=2)[CH:4]=[CH:3][N:2]=1.CN(C(ON1N=NC2C=CC=NC1=2)=[N+](C)C)C.F[P-](F)(F)(F)(F)F.Cl.[C:39]1([C@@H:45]2[CH2:49][CH2:48][CH2:47][NH:46]2)[CH:44]=[CH:43][CH:42]=[CH:41][CH:40]=1.CCN(C(C)C)C(C)C. (5) Given the product [C:23]([O:22][C:20]([N:17]1[CH2:18][CH2:19][CH:14]([NH:13][C:6]2[C:5]([N+:9]([O-:11])=[O:10])=[C:4]([Cl:12])[N:3]=[C:2]([Cl:1])[N:7]=2)[CH2:15][CH2:16]1)=[O:21])([CH3:26])([CH3:24])[CH3:25], predict the reactants needed to synthesize it. The reactants are: [Cl:1][C:2]1[N:7]=[C:6](Cl)[C:5]([N+:9]([O-:11])=[O:10])=[C:4]([Cl:12])[N:3]=1.[NH2:13][CH:14]1[CH2:19][CH2:18][N:17]([C:20]([O:22][C:23]([CH3:26])([CH3:25])[CH3:24])=[O:21])[CH2:16][CH2:15]1.CCN(CC)CC. (6) Given the product [F:23][C:20]([F:21])([F:22])[C:17]1[CH:16]=[CH:15][C:14]([C:5]2[CH:4]=[CH:3][C:8]([NH:9][S:10]([CH3:13])(=[O:11])=[O:12])=[CH:7][CH:6]=2)=[CH:19][CH:18]=1, predict the reactants needed to synthesize it. The reactants are: C([C:3]1[CH:4]=[C:5]([C:14]2[CH:19]=[CH:18][C:17]([C:20]([F:23])([F:22])[F:21])=[CH:16][CH:15]=2)[CH:6]=[CH:7][C:8]=1[NH:9][S:10]([CH3:13])(=[O:12])=[O:11])#N.C(C1C=C(C2C=CC(C(F)(F)F)=CC=2)C=CC=1N)#N. (7) Given the product [NH2:7][CH2:8][CH2:9][N:10]1[C:18]2[C:13](=[CH:14][CH:15]=[C:16]([S:19][CH3:20])[CH:17]=2)[CH:12]=[C:11]1[C:21](=[O:25])[CH:22]([CH3:23])[CH3:24], predict the reactants needed to synthesize it. The reactants are: C(OC(=O)[NH:7][CH2:8][CH2:9][N:10]1[C:18]2[C:13](=[CH:14][CH:15]=[C:16]([S:19][CH3:20])[CH:17]=2)[CH:12]=[C:11]1[C:21](=[O:25])[CH:22]([CH3:24])[CH3:23])(C)(C)C.C(O)(C(F)(F)F)=O. (8) The reactants are: Br[C:2]1[CH:3]=[CH:4][C:5]([F:17])=[C:6]([C:8]2[C:9]([C:15]#[N:16])=[CH:10][CH:11]=[CH:12][C:13]=2[F:14])[CH:7]=1.C([O-])(=O)C.[K+].[B:23]1([B:23]2[O:28][CH2:27][C:26]([CH3:30])([CH3:29])[CH2:25][O:24]2)[O:28][CH2:27][C:26]([CH3:30])([CH3:29])[CH2:25][O:24]1. Given the product [CH3:29][C:26]1([CH3:30])[CH2:27][O:28][B:23]([C:2]2[CH:3]=[CH:4][C:5]([F:17])=[C:6]([C:8]3[C:9]([C:15]#[N:16])=[CH:10][CH:11]=[CH:12][C:13]=3[F:14])[CH:7]=2)[O:24][CH2:25]1, predict the reactants needed to synthesize it. (9) Given the product [CH3:10][O:11][C:12]1[CH:17]=[CH:16][C:15]([NH:18][C:19]([N:2]2[CH2:3][C:4]3[C:9](=[CH:8][CH:7]=[CH:6][CH:5]=3)[CH2:1]2)=[O:20])=[C:14]([CH3:21])[CH:13]=1, predict the reactants needed to synthesize it. The reactants are: [CH2:1]1[C:9]2[C:4](=[CH:5][CH:6]=[CH:7][CH:8]=2)[CH2:3][NH:2]1.[CH3:10][O:11][C:12]1[CH:17]=[CH:16][C:15]([N:18]=[C:19]=[O:20])=[C:14]([CH3:21])[CH:13]=1. (10) The reactants are: Br[C:2]1[CH:10]=[CH:9][C:5]([C:6]([OH:8])=[O:7])=[CH:4][C:3]=1[F:11].CC1(C)C(C)(C)OB([C:20]2[O:24][C:23]([Si](C(C)C)(C(C)C)C(C)C)=[N:22][CH:21]=2)O1.C([O-])([O-])=O.[Na+].[Na+]. Given the product [F:11][C:3]1[CH:4]=[C:5]([CH:9]=[CH:10][C:2]=1[C:20]1[O:24][CH:23]=[N:22][CH:21]=1)[C:6]([OH:8])=[O:7], predict the reactants needed to synthesize it.